Task: Predict which catalyst facilitates the given reaction.. Dataset: Catalyst prediction with 721,799 reactions and 888 catalyst types from USPTO Reactant: [N+](=[CH:3][C:4]([O:6][CH2:7][CH3:8])=[O:5])=[N-].[C:9]([O:13][C:14](=[O:30])[NH:15][C:16]([C:23]1[CH:28]=[CH:27][CH:26]=[C:25]([Br:29])[CH:24]=1)([CH2:21][OH:22])[C:17]([F:20])([F:19])[F:18])([CH3:12])([CH3:11])[CH3:10]. Product: [CH2:7]([O:6][C:4](=[O:5])[CH2:3][O:22][CH2:21][C:16]([C:23]1[CH:28]=[CH:27][CH:26]=[C:25]([Br:29])[CH:24]=1)([NH:15][C:14]([O:13][C:9]([CH3:12])([CH3:11])[CH3:10])=[O:30])[C:17]([F:18])([F:19])[F:20])[CH3:8]. The catalyst class is: 2.